Dataset: TCR-epitope binding with 47,182 pairs between 192 epitopes and 23,139 TCRs. Task: Binary Classification. Given a T-cell receptor sequence (or CDR3 region) and an epitope sequence, predict whether binding occurs between them. (1) The epitope is HSKKKCDEL. The TCR CDR3 sequence is CASSGTGATAYGYTF. Result: 0 (the TCR does not bind to the epitope). (2) Result: 1 (the TCR binds to the epitope). The TCR CDR3 sequence is CASSPLTSGGARDTQYF. The epitope is EIYKRWII. (3) The epitope is GPGHKARVL. The TCR CDR3 sequence is CASSLGQRSTEAFF. Result: 0 (the TCR does not bind to the epitope). (4) The epitope is RLRPGGKKR. The TCR CDR3 sequence is CASRVGGFTEAFF. Result: 0 (the TCR does not bind to the epitope).